From a dataset of hERG potassium channel inhibition data for cardiac toxicity prediction from Karim et al.. Regression/Classification. Given a drug SMILES string, predict its toxicity properties. Task type varies by dataset: regression for continuous values (e.g., LD50, hERG inhibition percentage) or binary classification for toxic/non-toxic outcomes (e.g., AMES mutagenicity, cardiotoxicity, hepatotoxicity). Dataset: herg_karim. The molecule is CCN1C[C@]2(OC(=O)c3ccccc3NC(C)=O)CC[C@H](OC)[C@@]34[C@@H]2C[C@@H]([C@@H]13)[C@@]1(O)C[C@H](OC)[C@H]2C[C@@H]4[C@]1(O)[C@H]2OC. The result is 0 (non-blocker).